From a dataset of Forward reaction prediction with 1.9M reactions from USPTO patents (1976-2016). Predict the product of the given reaction. (1) Given the reactants [NH2:1][CH2:2][C:3]1[CH:15]=[CH:14][C:6]([NH:7][C:8]2[CH:13]=[CH:12][CH:11]=[CH:10][CH:9]=2)=[CH:5][CH:4]=1.[N:16]1[CH:21]=[C:20]([C:22]([NH:24][C:25]2([C:28](O)=[O:29])[CH2:27][CH2:26]2)=[O:23])[CH:19]=[N:18][CH:17]=1, predict the reaction product. The product is: [C:8]1([NH:7][C:6]2[CH:14]=[CH:15][C:3]([CH2:2][NH:1][C:28]([C:25]3([NH:24][C:22]([C:20]4[CH:19]=[N:18][CH:17]=[N:16][CH:21]=4)=[O:23])[CH2:27][CH2:26]3)=[O:29])=[CH:4][CH:5]=2)[CH:13]=[CH:12][CH:11]=[CH:10][CH:9]=1. (2) Given the reactants [F:1][C:2]1[CH:9]=[C:8]([O:10]C)[C:7]([O:12]C)=[CH:6][C:3]=1[CH:4]=[O:5], predict the reaction product. The product is: [F:1][C:2]1[CH:9]=[C:8]([OH:10])[C:7]([OH:12])=[CH:6][C:3]=1[CH:4]=[O:5]. (3) Given the reactants [C:1]([O:5][C:6]([N:8]1[CH2:12][C@@H:11]([CH2:13][NH:14][CH:15]([CH3:17])[CH3:16])[C@H:10]([C:18]([CH3:26])([CH3:25])[O:19][SiH2:20][C:21]([CH3:24])([CH3:23])[CH3:22])[CH2:9]1)=[O:7])([CH3:4])([CH3:3])[CH3:2].[CH3:27][C:28]1[CH:36]=[CH:35][C:31]([C:32](O)=[O:33])=[CH:30][C:29]=1[O:37][CH2:38][CH2:39][CH2:40][O:41][CH3:42].C(N(CC)CC)C.C(OC(C)(C)C)=O, predict the reaction product. The product is: [C:1]([O:5][C:6]([N:8]1[CH2:12][C@@H:11]([CH2:13][N:14]([C:32](=[O:33])[C:31]2[CH:35]=[CH:36][C:28]([CH3:27])=[C:29]([O:37][CH2:38][CH2:39][CH2:40][O:41][CH3:42])[CH:30]=2)[CH:15]([CH3:16])[CH3:17])[C@H:10]([C:18]([CH3:26])([CH3:25])[O:19][SiH2:20][C:21]([CH3:24])([CH3:23])[CH3:22])[CH2:9]1)=[O:7])([CH3:4])([CH3:2])[CH3:3]. (4) Given the reactants Cl[C:2]1[N:7]2[N:8]=[C:9]([CH3:11])[CH:10]=[C:6]2[N:5]=[C:4]([NH:12][C:13](=[O:25])[C:14]2[CH:19]=[CH:18][C:17]([O:20][C:21]([F:24])([F:23])[F:22])=[CH:16][CH:15]=2)[CH:3]=1.Cl.[NH:27]1[CH2:32][CH2:31][CH:30]([CH2:33][C:34]([NH2:36])=[O:35])[CH2:29][CH2:28]1.C(N(CC)C(C)C)(C)C, predict the reaction product. The product is: [NH2:36][C:34](=[O:35])[CH2:33][CH:30]1[CH2:31][CH2:32][N:27]([C:2]2[N:7]3[N:8]=[C:9]([CH3:11])[CH:10]=[C:6]3[N:5]=[C:4]([NH:12][C:13](=[O:25])[C:14]3[CH:19]=[CH:18][C:17]([O:20][C:21]([F:24])([F:23])[F:22])=[CH:16][CH:15]=3)[CH:3]=2)[CH2:28][CH2:29]1.